This data is from Forward reaction prediction with 1.9M reactions from USPTO patents (1976-2016). The task is: Predict the product of the given reaction. (1) The product is: [O:31]([C:2]1[C:11]2[C:6](=[CH:7][C:8]([CH2:12][Br:41])=[CH:9][CH:10]=2)[CH:5]=[CH:4][N:3]=1)[C:25]1[CH:30]=[CH:29][CH:28]=[CH:27][CH:26]=1. Given the reactants Cl[C:2]1[C:11]2[C:6](=[CH:7][C:8]([CH3:12])=[CH:9][CH:10]=2)[CH:5]=[CH:4][N:3]=1.CC1C=C2C(C=CNC2=O)=CC=1.[C:25]1([OH:31])[CH:30]=[CH:29][CH:28]=[CH:27][CH:26]=1.[OH-].[K+].C1C(=O)N([Br:41])C(=O)C1.C(OOC(=O)C1C=CC=CC=1)(=O)C1C=CC=CC=1, predict the reaction product. (2) Given the reactants [Cl:1][C:2]1[CH:3]=[CH:4][C:5]([O:17][CH2:18][C:19]2[CH:24]=[CH:23][CH:22]=[CH:21][CH:20]=2)=[C:6]([CH2:8][N:9]2[CH:13]=[C:12]([N+:14]([O-])=O)[CH:11]=[N:10]2)[CH:7]=1, predict the reaction product. The product is: [Cl:1][C:2]1[CH:3]=[CH:4][C:5]([O:17][CH2:18][C:19]2[CH:20]=[CH:21][CH:22]=[CH:23][CH:24]=2)=[C:6]([CH2:8][N:9]2[CH:13]=[C:12]([NH2:14])[CH:11]=[N:10]2)[CH:7]=1. (3) Given the reactants [CH3:1][O:2][C:3]([C:5]1[C:10]([NH:11][S:12]([CH2:15][C:16](OC)=O)(=[O:14])=[O:13])=[N:9][CH:8]=[CH:7][N:6]=1)=[O:4].C(N(CC)C(C)C)(C)C.FC(F)COS([C:36]([F:39])([F:38])F)(=O)=O, predict the reaction product. The product is: [CH3:1][O:2][C:3]([C:5]1[C:10]([N:11]([C:3]([O:2][CH3:1])=[O:4])[S:12]([CH2:15][CH2:16][CH:36]([F:38])[F:39])(=[O:13])=[O:14])=[N:9][CH:8]=[CH:7][N:6]=1)=[O:4]. (4) The product is: [CH2:41]([O:40][C:38](=[O:39])[CH2:37][C:10]1([CH:13]2[O:17][N:16]=[C:15]([C:18]3[CH:19]=[CH:20][C:21]([O:24][CH2:25][C:26]4[C:35]5[C:30](=[CH:31][CH:32]=[CH:33][CH:34]=5)[N:29]=[C:28]([CH3:36])[CH:27]=4)=[CH:22][CH:23]=3)[CH2:14]2)[CH2:11][CH2:12][NH:8][CH2:9]1)[CH3:42]. Given the reactants C(OC([N:8]1[CH2:12][CH2:11][C:10]([CH2:37][C:38]([O:40][CH2:41][CH3:42])=[O:39])([CH:13]2[O:17][N:16]=[C:15]([C:18]3[CH:23]=[CH:22][C:21]([O:24][CH2:25][C:26]4[C:35]5[C:30](=[CH:31][CH:32]=[CH:33][CH:34]=5)[N:29]=[C:28]([CH3:36])[CH:27]=4)=[CH:20][CH:19]=3)[CH2:14]2)[CH2:9]1)=O)(C)(C)C.C(O)(C(F)(F)F)=O, predict the reaction product. (5) Given the reactants [Cl:1][C:2]1[CH:3]=[C:4]([C:8]#[C:9][C:10]2[N:11]=[C:12]([CH3:15])[NH:13][CH:14]=2)[CH:5]=[CH:6][CH:7]=1.Cl.Cl[CH2:18][C:19]1[CH:20]=[CH:21][C:22]([CH3:25])=[N:23][CH:24]=1, predict the reaction product. The product is: [Cl:1][C:2]1[CH:3]=[C:4]([C:8]#[C:9][C:10]2[N:11]=[C:12]([CH3:15])[N:13]([CH2:18][C:19]3[CH:20]=[CH:21][C:22]([CH3:25])=[N:23][CH:24]=3)[CH:14]=2)[CH:5]=[CH:6][CH:7]=1. (6) The product is: [NH2:1][CH2:4][C@@H:5]([OH:11])[CH2:6][C:7]([F:10])([F:9])[F:8]. Given the reactants [N:1]([CH2:4][C@@H:5]([OH:11])[CH2:6][C:7]([F:10])([F:9])[F:8])=[N+]=[N-], predict the reaction product.